Dataset: NCI-60 drug combinations with 297,098 pairs across 59 cell lines. Task: Regression. Given two drug SMILES strings and cell line genomic features, predict the synergy score measuring deviation from expected non-interaction effect. (1) Drug 1: CC1=CC=C(C=C1)C2=CC(=NN2C3=CC=C(C=C3)S(=O)(=O)N)C(F)(F)F. Drug 2: C1CN(CCN1C(=O)CCBr)C(=O)CCBr. Cell line: ACHN. Synergy scores: CSS=21.7, Synergy_ZIP=-0.226, Synergy_Bliss=0.307, Synergy_Loewe=-15.5, Synergy_HSA=-0.380. (2) Drug 1: CN(CC1=CN=C2C(=N1)C(=NC(=N2)N)N)C3=CC=C(C=C3)C(=O)NC(CCC(=O)O)C(=O)O. Drug 2: C1=NC2=C(N1)C(=S)N=CN2. Cell line: SNB-75. Synergy scores: CSS=24.6, Synergy_ZIP=-12.4, Synergy_Bliss=-3.78, Synergy_Loewe=-5.33, Synergy_HSA=-1.94. (3) Drug 1: CCC1=CC2CC(C3=C(CN(C2)C1)C4=CC=CC=C4N3)(C5=C(C=C6C(=C5)C78CCN9C7C(C=CC9)(C(C(C8N6C)(C(=O)OC)O)OC(=O)C)CC)OC)C(=O)OC.C(C(C(=O)O)O)(C(=O)O)O. Drug 2: C1CC(C1)(C(=O)O)C(=O)O.[NH2-].[NH2-].[Pt+2]. Cell line: SNB-19. Synergy scores: CSS=34.4, Synergy_ZIP=-8.54, Synergy_Bliss=-6.65, Synergy_Loewe=-15.0, Synergy_HSA=-3.69. (4) Drug 1: C1=NC2=C(N1)C(=S)N=CN2. Drug 2: CC1C(C(CC(O1)OC2CC(CC3=C2C(=C4C(=C3O)C(=O)C5=CC=CC=C5C4=O)O)(C(=O)C)O)N)O. Cell line: SN12C. Synergy scores: CSS=41.1, Synergy_ZIP=-1.61, Synergy_Bliss=-1.50, Synergy_Loewe=-0.396, Synergy_HSA=2.14. (5) Drug 1: COC1=C(C=C2C(=C1)N=CN=C2NC3=CC(=C(C=C3)F)Cl)OCCCN4CCOCC4. Drug 2: CC1C(C(CC(O1)OC2CC(CC3=C2C(=C4C(=C3O)C(=O)C5=C(C4=O)C(=CC=C5)OC)O)(C(=O)C)O)N)O.Cl. Cell line: HCC-2998. Synergy scores: CSS=35.3, Synergy_ZIP=1.03, Synergy_Bliss=6.07, Synergy_Loewe=5.44, Synergy_HSA=6.31.